From a dataset of Forward reaction prediction with 1.9M reactions from USPTO patents (1976-2016). Predict the product of the given reaction. (1) Given the reactants [O:1]=[C:2]1[N:11]([CH:12]2[CH2:17][CH2:16][N:15]([C:18]([NH:20][C@H:21]([CH2:25][C:26]3[CH:38]=[CH:37][C:29]4[NH:30][C:31]([C:33]([F:36])([F:35])[F:34])=[N:32][C:28]=4[CH:27]=3)[C:22]([OH:24])=O)=[O:19])[CH2:14][CH2:13]2)[CH2:10][C:9]2[C:4](=[CH:5][CH:6]=[CH:7][CH:8]=2)[NH:3]1.C(N(C(C)C)CC)(C)C.C1CN([P+](ON2N=NC3C=CC=CC2=3)(N2CCCC2)N2CCCC2)CC1.F[P-](F)(F)(F)(F)F.[N:81]1([CH:87]2[CH2:92][CH2:91][NH:90][CH2:89][CH2:88]2)[CH2:86][CH2:85][CH2:84][CH2:83][CH2:82]1, predict the reaction product. The product is: [F:34][C:33]([F:36])([F:35])[C:31]1[NH:30][C:29]2[CH:37]=[CH:38][C:26]([CH2:25][C@@H:21]([NH:20][C:18]([N:15]3[CH2:16][CH2:17][CH:12]([N:11]4[CH2:10][C:9]5[C:4](=[CH:5][CH:6]=[CH:7][CH:8]=5)[NH:3][C:2]4=[O:1])[CH2:13][CH2:14]3)=[O:19])[C:22](=[O:24])[N:90]3[CH2:91][CH2:92][CH:87]([N:81]4[CH2:86][CH2:85][CH2:84][CH2:83][CH2:82]4)[CH2:88][CH2:89]3)=[CH:27][C:28]=2[N:32]=1. (2) Given the reactants [Cl:1][C:2]1[C:3]([C:9]([F:12])([F:11])[F:10])=[N:4][NH:5][C:6]=1[CH2:7][CH3:8].C([O-])([O-])=O.[K+].[K+].[Cl:19][C:20]1[CH:25]=[CH:24][C:23]([N:26]2[CH2:31][CH2:30][N:29]([C:32](=[O:34])[CH3:33])[CH2:28][CH2:27]2)=[CH:22][C:21]=1[O:35][CH3:36].CN(C=O)C, predict the reaction product. The product is: [Cl:19][C:20]1[CH:25]=[CH:24][C:23]([N:26]2[CH2:31][CH2:30][N:29]([C:32](=[O:34])[CH2:33][N:5]3[C:6]([CH2:7][CH3:8])=[C:2]([Cl:1])[C:3]([C:9]([F:10])([F:12])[F:11])=[N:4]3)[CH2:28][CH2:27]2)=[CH:22][C:21]=1[O:35][CH3:36].